This data is from Peptide-MHC class II binding affinity with 134,281 pairs from IEDB. The task is: Regression. Given a peptide amino acid sequence and an MHC pseudo amino acid sequence, predict their binding affinity value. This is MHC class II binding data. (1) The peptide sequence is PENDIEKTDPWFAHRTPMPK. The MHC is DRB1_0701 with pseudo-sequence DRB1_0701. The binding affinity (normalized) is 0. (2) The peptide sequence is NKVKSLRILNTRRKL. The MHC is DRB1_0401 with pseudo-sequence DRB1_0401. The binding affinity (normalized) is 0.950. (3) The peptide sequence is LVGPTPVNIIGRDLLTQIGC. The MHC is HLA-DQA10301-DQB10302 with pseudo-sequence HLA-DQA10301-DQB10302. The binding affinity (normalized) is 0.365. (4) The peptide sequence is YWFAPGAGAAPLSWS. The MHC is DRB1_0701 with pseudo-sequence DRB1_0701. The binding affinity (normalized) is 0.496. (5) The peptide sequence is IWYMWLGARYLEFEAHHHHHH. The MHC is DRB4_0103 with pseudo-sequence DRB4_0103. The binding affinity (normalized) is 0.357. (6) The peptide sequence is SQDLELSWNLNGYQAY. The MHC is DRB1_0401 with pseudo-sequence DRB1_0401. The binding affinity (normalized) is 0.628.